This data is from Full USPTO retrosynthesis dataset with 1.9M reactions from patents (1976-2016). The task is: Predict the reactants needed to synthesize the given product. (1) Given the product [C:39]([OH:42])(=[O:41])/[CH:40]=[CH:34]/[C:33]([OH:36])=[O:35].[F:1][C:2]1[CH:7]=[CH:6][C:5]([F:8])=[CH:4][C:3]=1[N:9]1[C:13]([S:14]([C:17]2[CH:18]=[N:19][CH:20]=[CH:21][CH:22]=2)(=[O:15])=[O:16])=[CH:12][C:11]([CH2:23][NH:24][CH3:25])=[N:10]1, predict the reactants needed to synthesize it. The reactants are: [F:1][C:2]1[CH:7]=[CH:6][C:5]([F:8])=[CH:4][C:3]=1[N:9]1[C:13]([S:14]([C:17]2[CH:18]=[N:19][CH:20]=[CH:21][CH:22]=2)(=[O:16])=[O:15])=[CH:12][C:11]([CH2:23][N:24](C)[C:25](=O)OC(C)(C)C)=[N:10]1.[C:33]([O:36]CC)(=[O:35])[CH3:34].[C:39]([O:42]CC)(=[O:41])[CH3:40].Cl. (2) Given the product [CH3:8][C:6]1([CH3:7])[C:2]([CH3:16])([CH3:1])[O:3][B:4]([C:9]2[CH:10]=[C:11]([O:15][S:25]([CH3:24])(=[O:27])=[O:26])[CH:12]=[CH:13][CH:14]=2)[O:5]1, predict the reactants needed to synthesize it. The reactants are: [CH3:1][C:2]1([CH3:16])[C:6]([CH3:8])([CH3:7])[O:5][B:4]([C:9]2[CH:10]=[C:11]([OH:15])[CH:12]=[CH:13][CH:14]=2)[O:3]1.C(N(CC)CC)C.[CH3:24][S:25](Cl)(=[O:27])=[O:26].Cl. (3) The reactants are: Cl[C:2]1[N:12]=[CH:11][CH:10]=[CH:9][C:3]=1[C:4]([O:6][CH2:7][CH3:8])=[O:5].[CH2:13]([N:20]1[CH2:25][CH2:24][NH:23][CH2:22][CH2:21]1)[C:14]1[CH:19]=[CH:18][CH:17]=[CH:16][CH:15]=1.C([O-])([O-])=O.[K+].[K+]. Given the product [CH2:13]([N:20]1[CH2:25][CH2:24][N:23]([C:2]2[N:12]=[CH:11][CH:10]=[CH:9][C:3]=2[C:4]([O:6][CH2:7][CH3:8])=[O:5])[CH2:22][CH2:21]1)[C:14]1[CH:15]=[CH:16][CH:17]=[CH:18][CH:19]=1, predict the reactants needed to synthesize it. (4) Given the product [CH2:10]([C:4]1[N:5]=[C:6]([CH2:8][CH3:9])[CH:7]=[C:2]2[C:3]=1[CH:12]=[CH:27][C:32](=[O:34])[NH:1]2)[CH3:11], predict the reactants needed to synthesize it. The reactants are: [NH2:1][C:2]1[CH:7]=[C:6]([CH2:8][CH3:9])[N:5]=[C:4]([CH2:10][CH3:11])[C:3]=1[CH:12]=O.C1([PH2]([C:27]2[CH:32]=CC=CC=2)C2C=CC=CC=2)C=CC=CC=1.C[O-:34].[Na+]. (5) Given the product [NH2:19][C:16]1[CH:15]=[C:14]2[C:13]([C:4]([C:9]([F:12])([F:10])[F:11])([C:5]([F:8])([F:7])[F:6])[C:3](=[O:2])[N:22]2[OH:23])=[CH:18][CH:17]=1, predict the reactants needed to synthesize it. The reactants are: C[O:2][C:3](=O)[C:4]([C:13]1[CH:18]=[CH:17][C:16]([N+:19]([O-])=O)=[CH:15][C:14]=1[N+:22]([O-])=[O:23])([C:9]([F:12])([F:11])[F:10])[C:5]([F:8])([F:7])[F:6].